Task: Predict which catalyst facilitates the given reaction.. Dataset: Catalyst prediction with 721,799 reactions and 888 catalyst types from USPTO (1) Reactant: [C:1]([O:5][C:6]([N:8]1[CH2:13][CH:12]([C:14]2[CH:19]=[CH:18][C:17]([O:20][C:21]([F:24])([F:23])[F:22])=[C:16]([F:25])[CH:15]=2)[CH2:11][CH:10]([C:26](O)=[O:27])[CH2:9]1)=[O:7])([CH3:4])([CH3:3])[CH3:2].O[N:30]=[C:31]([O:33][CH2:34][CH3:35])[NH2:32]. Product: [CH2:34]([O:33][C:31]1[N:32]=[C:26]([CH:10]2[CH2:11][CH:12]([C:14]3[CH:19]=[CH:18][C:17]([O:20][C:21]([F:23])([F:24])[F:22])=[C:16]([F:25])[CH:15]=3)[CH2:13][N:8]([C:6]([O:5][C:1]([CH3:3])([CH3:2])[CH3:4])=[O:7])[CH2:9]2)[O:27][N:30]=1)[CH3:35]. The catalyst class is: 887. (2) Reactant: [CH3:1][O:2][CH:3]1[CH2:26][NH:25][C:6]2=[N:7][C:8]([C:18]3[CH:23]=[CH:22][C:21]([CH3:24])=[CH:20][CH:19]=3)=[C:9]([C:11]3[CH:16]=[CH:15][C:14]([CH3:17])=[CH:13][CH:12]=3)[N:10]=[C:5]2[CH2:4]1.CCN(C(C)C)C(C)C.O=[CH:37][CH2:38][CH2:39][CH2:40][CH2:41][CH2:42][C:43]([O:45][CH2:46][CH3:47])=[O:44].C(O[BH-](OC(=O)C)OC(=O)C)(=O)C.[Na+]. Product: [CH3:1][O:2][CH:3]1[CH2:26][N:25]([CH2:37][CH2:38][CH2:39][CH2:40][CH2:41][CH2:42][C:43]([O:45][CH2:46][CH3:47])=[O:44])[C:6]2=[N:7][C:8]([C:18]3[CH:23]=[CH:22][C:21]([CH3:24])=[CH:20][CH:19]=3)=[C:9]([C:11]3[CH:12]=[CH:13][C:14]([CH3:17])=[CH:15][CH:16]=3)[N:10]=[C:5]2[CH2:4]1. The catalyst class is: 279. (3) Reactant: Cl[C:2]1[CH:7]=[C:6]([CH2:8][CH2:9][OH:10])[CH:5]=[C:4]([C:11]([F:14])([F:13])[F:12])[N:3]=1.[NH2:15][CH:16]1[CH2:21][CH2:20][N:19](C(OC(C)(C)C)=O)[CH2:18][CH2:17]1.C(N(CC)C(C)C)(C)C.Cl.O1CCOCC1. Product: [NH:19]1[CH2:20][CH2:21][CH:16]([NH:15][C:2]2[CH:7]=[C:6]([CH2:8][CH2:9][OH:10])[CH:5]=[C:4]([C:11]([F:14])([F:13])[F:12])[N:3]=2)[CH2:17][CH2:18]1. The catalyst class is: 16. (4) Reactant: C(OC([N:8]1[CH2:13][CH2:12][C:11]([C:14]2[C:23]([O:24][CH3:25])=[C:22]3[C:17]([CH:18]=[N:19][C:20]([N:26]([CH3:28])[CH3:27])=[N:21]3)=[C:16]([C:29]3[CH:34]=[CH:33][CH:32]=[C:31]([Cl:35])[CH:30]=3)[CH:15]=2)=[CH:10][CH2:9]1)=O)(C)(C)C.FC(F)(F)C(O)=O. Product: [Cl:35][C:31]1[CH:30]=[C:29]([C:16]2[CH:15]=[C:14]([C:11]3[CH2:12][CH2:13][NH:8][CH2:9][CH:10]=3)[C:23]([O:24][CH3:25])=[C:22]3[C:17]=2[CH:18]=[N:19][C:20]([N:26]([CH3:27])[CH3:28])=[N:21]3)[CH:34]=[CH:33][CH:32]=1. The catalyst class is: 4. (5) Reactant: C(OC(=O)[NH:7][CH2:8][CH2:9][CH2:10][N:11]1[C:20]2[CH:19]=[CH:18][C:17]([Cl:21])=[CH:16][C:15]=2[C:14]2[N:22](C3CCCCO3)[N:23]=[CH:24][C:13]=2[C:12]1=[O:31])(C)(C)C.C(O)(C(F)(F)F)=O. Product: [NH2:7][CH2:8][CH2:9][CH2:10][N:11]1[C:20]2[CH:19]=[CH:18][C:17]([Cl:21])=[CH:16][C:15]=2[C:14]2=[N:22][NH:23][CH:24]=[C:13]2[C:12]1=[O:31]. The catalyst class is: 6. (6) Product: [F:1][C:2]1[CH:23]=[C:22]([NH2:24])[CH:21]=[CH:20][C:3]=1[O:4][C:5]1[C:6]2[NH:13][C:12]([C:14]3[CH:19]=[CH:18][CH:17]=[CH:16][CH:15]=3)=[CH:11][C:7]=2[N:8]=[CH:9][N:10]=1. The catalyst class is: 180. Reactant: [F:1][C:2]1[CH:23]=[C:22]([N+:24]([O-])=O)[CH:21]=[CH:20][C:3]=1[O:4][C:5]1[C:6]2[NH:13][C:12]([C:14]3[CH:19]=[CH:18][CH:17]=[CH:16][CH:15]=3)=[CH:11][C:7]=2[N:8]=[CH:9][N:10]=1. (7) Reactant: C1(P(N=[N+]=[N-])(C2C=CC=CC=2)=O)C=CC=CC=1.C(N(CC)CC)C.[NH2:25][CH2:26][CH2:27][C:28]1[C:36]2[C:31](=[CH:32][CH:33]=[CH:34][CH:35]=2)[NH:30][CH:29]=1.[C:37]([NH:40][CH2:41][C:42](O)=[O:43])(=[O:39])[CH3:38]. Product: [C:37]([NH:40][CH2:41][C:42]([NH:25][CH2:26][CH2:27][C:28]1[C:36]2[C:31](=[CH:32][CH:33]=[CH:34][CH:35]=2)[NH:30][CH:29]=1)=[O:43])(=[O:39])[CH3:38]. The catalyst class is: 3. (8) Reactant: Cl[Zn][CH2:3][N:4]1[CH2:8][CH2:7][CH2:6][C:5]1=[O:9].[C:10]([O:14][C:15]([CH:17]1[CH2:22][CH2:21][N:20]([C:23]2[C:33]([F:34])=[CH:32][C:26]([C:27]([O:29][CH2:30][CH3:31])=[O:28])=[C:25](Cl)[N:24]=2)[CH2:19][CH2:18]1)=[O:16])([CH3:13])([CH3:12])[CH3:11].CN1CCCC1. Product: [C:10]([O:14][C:15]([CH:17]1[CH2:22][CH2:21][N:20]([C:23]2[C:33]([F:34])=[CH:32][C:26]([C:27]([O:29][CH2:30][CH3:31])=[O:28])=[C:25]([CH2:3][N:4]3[CH2:8][CH2:7][CH2:6][C:5]3=[O:9])[N:24]=2)[CH2:19][CH2:18]1)=[O:16])([CH3:11])([CH3:12])[CH3:13]. The catalyst class is: 1. (9) Reactant: [NH2:1][C:2]1[CH:3]=[C:4]([NH:8][C:9]2[N:10]=[CH:11][C:12]3[CH:18]=[C:17]([C:19]4[CH:24]=[CH:23][CH:22]=[CH:21][C:20]=4[Cl:25])[C:16](=[O:26])[N:15]([CH3:27])[C:13]=3[N:14]=2)[CH:5]=[CH:6][CH:7]=1.[C:28]([C:30](=[CH:34][CH:35]1[CH2:37][CH2:36]1)[C:31](O)=[O:32])#[N:29].CN(C(ON1N=NC2C=CC=NC1=2)=[N+](C)C)C.F[P-](F)(F)(F)(F)F.CCN(C(C)C)C(C)C. Product: [Cl:25][C:20]1[CH:21]=[CH:22][CH:23]=[CH:24][C:19]=1[C:17]1[C:16](=[O:26])[N:15]([CH3:27])[C:13]2[N:14]=[C:9]([NH:8][C:4]3[CH:3]=[C:2]([NH:1][C:31](=[O:32])[C:30]([C:28]#[N:29])=[CH:34][CH:35]4[CH2:37][CH2:36]4)[CH:7]=[CH:6][CH:5]=3)[N:10]=[CH:11][C:12]=2[CH:18]=1. The catalyst class is: 2. (10) Reactant: [OH:1][C:2]1[CH:22]=[CH:21][C:5]([CH2:6][N:7]2[CH2:12][C@@H:11]3[CH2:13][C@H:8]2[CH2:9]N3C(OC(C)(C)C)=O)=[CH:4][CH:3]=1. Product: [N:7]1([CH2:6][C:5]2[CH:4]=[CH:3][C:2]([OH:1])=[CH:22][CH:21]=2)[CH2:12][CH2:11][CH2:13][CH2:8][CH2:9]1. The catalyst class is: 2.